From a dataset of Catalyst prediction with 721,799 reactions and 888 catalyst types from USPTO. Predict which catalyst facilitates the given reaction. (1) Reactant: C[Si](OP(=O)=O)(C)C.[NH2:9][C:10]1[CH:15]=[CH:14][CH:13]=[C:12]([F:16])[C:11]=1[OH:17].[CH3:18][O:19][C:20]1[CH:21]=[C:22]([CH:26]=[CH:27][C:28]=1[C:29]1[CH:34]=[CH:33][CH:32]=[CH:31][N:30]=1)[C:23](O)=O.[ClH:35]. Product: [ClH:35].[F:16][C:12]1[C:11]2[O:17][C:23]([C:22]3[CH:26]=[CH:27][C:28]([C:29]4[CH:34]=[CH:33][CH:32]=[CH:31][N:30]=4)=[C:20]([O:19][CH3:18])[CH:21]=3)=[N:9][C:10]=2[CH:15]=[CH:14][CH:13]=1. The catalyst class is: 28. (2) Reactant: CC(C)([O-])C.[K+].[NH:7]1[C:15]2[C:10](=[CH:11][CH:12]=[CH:13][CH:14]=2)[C:9]([CH2:16][C:17]([NH2:19])=[O:18])=[CH:8]1.[NH:20]1[C:28]2[C:23](=[CH:24][CH:25]=[CH:26][CH:27]=2)[C:22]([C:29](=O)[C:30](OC)=[O:31])=[CH:21]1.Cl. Product: [NH:7]1[C:15]2[C:10](=[CH:11][CH:12]=[CH:13][CH:14]=2)[C:9]([C:16]2[C:17](=[O:18])[NH:19][C:30](=[O:31])[C:29]=2[C:22]2[C:23]3[C:28](=[CH:27][CH:26]=[CH:25][CH:24]=3)[NH:20][CH:21]=2)=[CH:8]1. The catalyst class is: 54. (3) Reactant: COC1C=CC(C[N:8]2[C:17]3[C:12](=[CH:13][C:14]([CH:18]4[CH2:20][CH:19]4[C:21]4[O:22][C:23]([NH:26][C:27]5[CH:32]=[CH:31][C:30]([C:33]([F:36])([F:35])[F:34])=[CH:29][CH:28]=5)=[N:24][N:25]=4)=[CH:15][CH:16]=3)[CH:11]=[CH:10][C:9]2=[O:37])=CC=1.C(O)(C(F)(F)F)=O. Product: [F:35][C:33]([F:34])([F:36])[C:30]1[CH:31]=[CH:32][C:27]([NH:26][C:23]2[O:22][C:21]([C@@H:19]3[CH2:20][C@H:18]3[C:14]3[CH:13]=[C:12]4[C:17](=[CH:16][CH:15]=3)[NH:8][C:9](=[O:37])[CH:10]=[CH:11]4)=[N:25][N:24]=2)=[CH:28][CH:29]=1. The catalyst class is: 2. (4) Reactant: C(C1C=C(C([NH:11][C@H:12]([CH2:21][C:22]2[CH:27]=[CH:26][C:25]([C:28]3[CH:33]=[C:32]([Cl:34])[CH:31]=[CH:30][C:29]=3[F:35])=[CH:24][CH:23]=2)[CH2:13][C@:14]([CH2:19][NH2:20])([CH3:18])[C:15]([OH:17])=[O:16])=O)NN=1)(=O)C.Cl.[N:37]1[CH:41]=[C:40]([C:42]([OH:44])=O)[NH:39][N:38]=1.[CH3:45]N(C(ON1N=NC2C=CC=NC1=2)=[N+](C)C)C.F[P-](F)(F)(F)(F)F.CCN(C(C)C)C(C)C. Product: [Cl:34][C:32]1[CH:31]=[CH:30][C:29]([F:35])=[C:28]([C:25]2[CH:26]=[CH:27][C:22]([CH2:21][CH:12]([NH:11][C:42]([C:40]3[NH:39][N:38]=[N:37][CH:41]=3)=[O:44])[CH2:13][C@@:14]([C:19]#[N:20])([CH2:18][CH3:45])[C:15]([OH:17])=[O:16])=[CH:23][CH:24]=2)[CH:33]=1. The catalyst class is: 3. (5) Reactant: OC[CH2:3][N:4]([CH2:40][CH2:41][OH:42])[C:5]([C:7]1[N:16]2[C:10]([CH2:11][N:12]([C:21]([C:23]3[CH:28]=[CH:27][C:26]([C:29]4[CH:34]=[CH:33][CH:32]=[CH:31][C:30]=4[C:35]([F:38])([F:37])[F:36])=[C:25]([CH3:39])[CH:24]=3)=[O:22])[C:13]3[CH:20]=[CH:19][CH:18]=[CH:17][C:14]=3[CH2:15]2)=[CH:9][CH:8]=1)=[O:6].CNCC(O)[CH2:47][OH:48].ON1C2C=CC=CC=2N=N1.Cl.CN(C)CCCN=C=NCC.C(N(CC)C(C)C)(C)C. Product: [OH:42][CH:41]([CH2:47][OH:48])[CH2:40][N:4]([CH3:3])[C:5]([C:7]1[N:16]2[C:10]([CH2:11][N:12]([C:21]([C:23]3[CH:28]=[CH:27][C:26]([C:29]4[CH:34]=[CH:33][CH:32]=[CH:31][C:30]=4[C:35]([F:37])([F:36])[F:38])=[C:25]([CH3:39])[CH:24]=3)=[O:22])[C:13]3[CH:20]=[CH:19][CH:18]=[CH:17][C:14]=3[CH2:15]2)=[CH:9][CH:8]=1)=[O:6]. The catalyst class is: 42. (6) Reactant: [CH3:1][C:2]1[C:10]2[C:9](=[O:11])[NH:8][C:7]([C:12]([NH:14][CH2:15][C:16]3[CH:21]=[CH:20][CH:19]=[C:18]([CH2:22][NH:23][C:24]([C:26]4[N:30]=[CH:29][N:28](C(C5C=CC=CC=5)(C5C=CC=CC=5)C5C=CC=CC=5)[N:27]=4)=[O:25])[CH:17]=3)=[O:13])=[N:6][C:5]=2[S:4][CH:3]=1.C([SiH](CC)CC)C.FC(F)(F)C(O)=O. Product: [CH3:1][C:2]1[C:10]2[C:9](=[O:11])[NH:8][C:7]([C:12]([NH:14][CH2:15][C:16]3[CH:21]=[CH:20][CH:19]=[C:18]([CH2:22][NH:23][C:24]([C:26]4[N:30]=[CH:29][NH:28][N:27]=4)=[O:25])[CH:17]=3)=[O:13])=[N:6][C:5]=2[S:4][CH:3]=1. The catalyst class is: 4. (7) Reactant: C(Cl)(=O)C(Cl)=O.[CH2:7]([O:9][C:10](/[CH:12]=[CH:13]/[C:14]1[CH:22]=[C:21]([C:23]([F:26])([F:25])[F:24])[CH:20]=[CH:19][C:15]=1[C:16]([OH:18])=O)=[O:11])[CH3:8].CCN(CC)CC.[F:34][C:35]([F:39])([F:38])[CH2:36][NH2:37]. Product: [F:34][C:35]([F:39])([F:38])[CH2:36][NH:37][C:16]([C:15]1[CH:19]=[CH:20][C:21]([C:23]([F:26])([F:25])[F:24])=[CH:22][C:14]=1/[CH:13]=[CH:12]/[C:10]([O:9][CH2:7][CH3:8])=[O:11])=[O:18]. The catalyst class is: 59.